From a dataset of Reaction yield outcomes from USPTO patents with 853,638 reactions. Predict the reaction yield, written as a fraction of the theoretical maximum amount of product (1.0 means a 100% yield; for example, 0.34 means a 34% yield). (1) The reactants are [CH3:1][CH:2]([C:5]1[C:9]([C:10](OCC)=[O:11])=[CH:8][N:7]([C:15]2[CH:20]=[CH:19][C:18]([C:21]([F:24])([F:23])[F:22])=[CH:17][N:16]=2)[N:6]=1)[CH2:3][CH3:4].[H-].C([Al+]CC(C)C)C(C)C.Cl. The yield is 0.920. The catalyst is O1CCCC1.CCCCCC. The product is [CH3:1][CH:2]([C:5]1[C:9]([CH2:10][OH:11])=[CH:8][N:7]([C:15]2[CH:20]=[CH:19][C:18]([C:21]([F:24])([F:22])[F:23])=[CH:17][N:16]=2)[N:6]=1)[CH2:3][CH3:4]. (2) The yield is 1.00. The catalyst is O1CCCC1. The product is [CH2:16]([N:8]([C:5]1[CH:4]=[CH:3][C:2]([Br:1])=[CH:7][CH:6]=1)[C:9](=[O:15])[O:10][C:11]([CH3:12])([CH3:14])[CH3:13])[C:17]1[CH:22]=[CH:21][CH:20]=[CH:19][CH:18]=1. The reactants are [Br:1][C:2]1[CH:7]=[CH:6][C:5]([NH:8][C:9](=[O:15])[O:10][C:11]([CH3:14])([CH3:13])[CH3:12])=[CH:4][CH:3]=1.[CH2:16](Br)[C:17]1[CH:22]=[CH:21][CH:20]=[CH:19][CH:18]=1.[H-].[Na+]. (3) The reactants are O[Li].O.C[O:5][C:6](=[O:25])[C:7]1[CH:12]=[C:11]([N:13]2[CH:17]=[N:16][N:15]=[N:14]2)[CH:10]=[C:9]([C:18]2[CH:23]=[CH:22][C:21]([CH3:24])=[CH:20][N:19]=2)[CH:8]=1. The catalyst is O.C1COCC1. The product is [CH3:24][C:21]1[CH:22]=[CH:23][C:18]([C:9]2[CH:8]=[C:7]([CH:12]=[C:11]([N:13]3[CH:17]=[N:16][N:15]=[N:14]3)[CH:10]=2)[C:6]([OH:25])=[O:5])=[N:19][CH:20]=1. The yield is 0.930. (4) The reactants are C([N:8]1[CH2:13][CH2:12][CH:11]([CH2:14][NH:15][C:16]2[CH:31]=[CH:30][C:29]([F:32])=[CH:28][C:17]=2[C:18]([NH:20][C:21]2[CH:26]=[CH:25][C:24]([Cl:27])=[CH:23][N:22]=2)=[O:19])[CH2:10][CH2:9]1)(OC(C)(C)C)=O. The catalyst is FC(F)(F)C(O)=O. The product is [Cl:27][C:24]1[CH:25]=[CH:26][C:21]([NH:20][C:18](=[O:19])[C:17]2[CH:28]=[C:29]([F:32])[CH:30]=[CH:31][C:16]=2[NH:15][CH2:14][CH:11]2[CH2:10][CH2:9][NH:8][CH2:13][CH2:12]2)=[N:22][CH:23]=1. The yield is 0.840. (5) The reactants are [CH3:1][O:2][C:3](=[O:26])/[CH:4]=[CH:5]/[C:6]1[CH:11]=[CH:10][C:9]([C@@H:12]2[CH2:16][CH2:15][CH2:14][N:13]2[CH2:17][CH2:18][C:19]2[C:20]([CH3:25])=[N:21][NH:22][C:23]=2[CH3:24])=[CH:8][CH:7]=1.[H-].[K+].Br[CH2:30][CH:31]1[CH2:36][CH2:35][O:34][CH2:33][CH2:32]1. The catalyst is O1CCCC1.CS(C)=O. The product is [CH3:1][O:2][C:3](=[O:26])/[CH:4]=[CH:5]/[C:6]1[CH:7]=[CH:8][C:9]([C@@H:12]2[CH2:16][CH2:15][CH2:14][N:13]2[CH2:17][CH2:18][C:19]2[C:20]([CH3:25])=[N:21][N:22]([CH2:30][CH:31]3[CH2:36][CH2:35][O:34][CH2:33][CH2:32]3)[C:23]=2[CH3:24])=[CH:10][CH:11]=1. The yield is 0.140.